Dataset: Reaction yield outcomes from USPTO patents with 853,638 reactions. Task: Predict the reaction yield, written as a fraction of the theoretical maximum amount of product (1.0 means a 100% yield; for example, 0.34 means a 34% yield). (1) The reactants are [CH3:1][O:2][C:3](=[O:28])[CH2:4][N:5]1[C:11](=[O:12])[C@@H:10]([NH:13][C:14](=[O:23])[CH2:15][CH2:16][C:17]2[CH:22]=[CH:21][CH:20]=[CH:19][CH:18]=2)[CH2:9][NH:8][C:7]2[CH:24]=[CH:25][CH:26]=[CH:27][C:6]1=2.C(=O)([O-])[O-].[Ca+2].[CH2:34](Br)[C:35]1[CH:40]=[CH:39][CH:38]=[CH:37][CH:36]=1.CN(C)C=O. The catalyst is C(OCC)(=O)C. The product is [CH3:1][O:2][C:3](=[O:28])[CH2:4][N:5]1[C:11](=[O:12])[C@@H:10]([NH:13][C:14](=[O:23])[CH2:15][CH2:16][C:17]2[CH:18]=[CH:19][CH:20]=[CH:21][CH:22]=2)[CH2:9][N:8]([CH2:34][C:35]2[CH:40]=[CH:39][CH:38]=[CH:37][CH:36]=2)[C:7]2[CH:24]=[CH:25][CH:26]=[CH:27][C:6]1=2. The yield is 0.750. (2) The reactants are [CH2:1]([CH:8]1[CH2:13][CH2:12][N:11]([CH2:14][CH2:15][C:16]([C:18]2[CH:23]=[CH:22][CH:21]=[C:20]([NH:24][C:25]3[C:34]4[C:29](=[CH:30][CH:31]=[CH:32][CH:33]=4)[N:28]=[C:27]([CH3:35])[CH:26]=3)[CH:19]=2)=O)[CH2:10][CH2:9]1)[C:2]1[CH:7]=[CH:6][CH:5]=[CH:4][CH:3]=1.Cl.[CH2:37]([O:39][NH2:40])C.N1C=CC=CC=1. The catalyst is C(O)C.CCOC(C)=O. The product is [CH3:37][O:39][N:40]=[C:16]([C:18]1[CH:23]=[CH:22][CH:21]=[C:20]([NH:24][C:25]2[C:34]3[C:29](=[CH:30][CH:31]=[CH:32][CH:33]=3)[N:28]=[C:27]([CH3:35])[CH:26]=2)[CH:19]=1)[CH2:15][CH2:14][N:11]1[CH2:12][CH2:13][CH:8]([CH2:1][C:2]2[CH:3]=[CH:4][CH:5]=[CH:6][CH:7]=2)[CH2:9][CH2:10]1. The yield is 0.240. (3) The reactants are [F:1][CH:2]([F:29])[O:3][C:4]1[CH:9]=[CH:8][C:7]([NH:10][C:11](=[O:27])[C:12]2[C:13](=[C:20]([N+:24]([O-])=O)[CH:21]=[CH:22][CH:23]=2)[C:14]([NH:16][CH:17]([CH3:19])[CH3:18])=[O:15])=[C:6]([CH3:28])[CH:5]=1.[H][H]. The catalyst is [C].[Pd].C(O)(=O)C. The product is [NH2:24][C:20]1[CH:21]=[CH:22][CH:23]=[C:12]([C:11]([NH:10][C:7]2[CH:8]=[CH:9][C:4]([O:3][CH:2]([F:29])[F:1])=[CH:5][C:6]=2[CH3:28])=[O:27])[C:13]=1[C:14]([NH:16][CH:17]([CH3:19])[CH3:18])=[O:15]. The yield is 0.860. (4) The reactants are C(OC([N:8]1[CH2:13][CH2:12][CH:11]([CH2:14][NH:15][C:16](=[O:27])[C:17]2[CH:22]=[CH:21][C:20]([C:23]([CH3:26])([CH3:25])[CH3:24])=[CH:19][CH:18]=2)[CH2:10][CH2:9]1)=O)(C)(C)C.FC(F)(F)C(O)=O. The catalyst is C(Cl)Cl. The product is [C:23]([C:20]1[CH:21]=[CH:22][C:17]([C:16]([NH:15][CH2:14][CH:11]2[CH2:10][CH2:9][NH:8][CH2:13][CH2:12]2)=[O:27])=[CH:18][CH:19]=1)([CH3:26])([CH3:24])[CH3:25]. The yield is 1.24. (5) The reactants are C(OC([N:6]1[CH2:11][CH2:10][CH:9]([N:12]2[C:16]3[CH:17]=[CH:18][C:19]([F:21])=[CH:20][C:15]=3[NH:14][C:13]2=[O:22])[CH2:8][CH2:7]1)=O)C.[OH-].[Na+].Cl.C(=O)([O-])[O-].[Na+].[Na+]. No catalyst specified. The product is [F:21][C:19]1[CH:18]=[CH:17][C:16]2[N:12]([CH:9]3[CH2:8][CH2:7][NH:6][CH2:11][CH2:10]3)[C:13](=[O:22])[NH:14][C:15]=2[CH:20]=1. The yield is 0.730. (6) The reactants are [Cl:1][C:2]1[CH:7]=[CH:6][C:5]([C:8]2([CH3:20])[C:13]([C:14]([O:16][CH3:17])=[O:15])=[CH:12][CH2:11][CH:10]([CH2:18][OH:19])[CH2:9]2)=[CH:4][C:3]=1[C:21]([F:24])([F:23])[F:22].[CH3:25]I. The catalyst is CN(C=O)C.C(OCC)(=O)C.[Ag]=O. The product is [Cl:1][C:2]1[CH:7]=[CH:6][C:5]([C:8]2([CH3:20])[C:13]([C:14]([O:16][CH3:17])=[O:15])=[CH:12][CH2:11][CH:10]([CH2:18][O:19][CH3:25])[CH2:9]2)=[CH:4][C:3]=1[C:21]([F:22])([F:23])[F:24]. The yield is 0.600.